Dataset: Reaction yield outcomes from USPTO patents with 853,638 reactions. Task: Predict the reaction yield, written as a fraction of the theoretical maximum amount of product (1.0 means a 100% yield; for example, 0.34 means a 34% yield). The reactants are [I:1][C:2]1[CH:3]=[C:4]([C:8]2[N:13]=[C:12]([C:14](O)=[O:15])[CH:11]=[C:10]([O:17][CH:18]3[CH2:21][O:20][CH2:19]3)[N:9]=2)[CH:5]=[CH:6][CH:7]=1.[Cl-].[NH4+:23]. No catalyst specified. The product is [I:1][C:2]1[CH:3]=[C:4]([C:8]2[N:13]=[C:12]([C:14]([NH2:23])=[O:15])[CH:11]=[C:10]([O:17][CH:18]3[CH2:21][O:20][CH2:19]3)[N:9]=2)[CH:5]=[CH:6][CH:7]=1. The yield is 0.750.